This data is from Experimental lipophilicity measurements (octanol/water distribution) for 4,200 compounds from AstraZeneca. The task is: Regression/Classification. Given a drug SMILES string, predict its absorption, distribution, metabolism, or excretion properties. Task type varies by dataset: regression for continuous measurements (e.g., permeability, clearance, half-life) or binary classification for categorical outcomes (e.g., BBB penetration, CYP inhibition). For this dataset (lipophilicity_astrazeneca), we predict Y. (1) The compound is Nc1ccc(S(=O)(=O)N2CCCC2)cc1. The Y is 0.980 logD. (2) The drug is Cc1sc(N)nc1-c1ccccc1. The Y is 2.75 logD. (3) The molecule is COc1ccc(CC(C)(C)NC[C@H](O)c2cc(O)cc3c2OCC(=O)N3)cc1. The Y is 0.790 logD. (4) The compound is Cc1ncc(-c2ccnc(Nc3ccc(N4CCOCC4)cc3)n2)n1C(C)C. The Y is 2.88 logD. (5) The compound is Nc1ccccc1NC(=O)c1ccc(CNc2nccc(-c3cccnc3)n2)cc1. The Y is 2.28 logD. (6) The drug is Cc1cccc(NC(=O)c2ccc(-c3ccccc3)c(C#N)c2)n1. The Y is 3.71 logD. (7) The compound is O=C(Nc1ccc(N2CCOCC2)nc1)c1nnc(Nc2ccccc2)o1. The Y is 2.90 logD.